This data is from hERG potassium channel inhibition data for cardiac toxicity prediction from Karim et al.. The task is: Regression/Classification. Given a drug SMILES string, predict its toxicity properties. Task type varies by dataset: regression for continuous values (e.g., LD50, hERG inhibition percentage) or binary classification for toxic/non-toxic outcomes (e.g., AMES mutagenicity, cardiotoxicity, hepatotoxicity). Dataset: herg_karim. (1) The molecule is Cc1cc2c(cc1CN(C)C)CCN(C(=O)c1cc3cc(Cl)ccc3n1C)C2. The result is 0 (non-blocker). (2) The compound is O=C(CNc1ncnc2ccc(C(F)(F)F)cc12)NC1CN(C2CCC(c3cccnc3)CC2)C1. The result is 0 (non-blocker). (3) The molecule is CN(C)CCN(C)C1CCN(c2nc3ccccc3n2Cc2ccc(F)cc2)CC1. The result is 1 (blocker). (4) The molecule is Fc1ccc2c([C@@H]3C[NH2+]CC[C@@H]3F)c(C3=CNC=CC3)[nH]c2c1. The result is 1 (blocker). (5) The molecule is CC(=O)C1=NN2c3cc(F)ccc3OCC2C1(CCCN)c1ccccc1. The result is 1 (blocker). (6) The compound is O=C(c1ccccc1Cl)N(CC1CCC1)C1CCNC1. The result is 0 (non-blocker). (7) The molecule is COc1ccc2ncc(F)c(CCC34CCC(NCc5nc6c(cc5C)OCC(=O)N6)(CC3)CO4)c2n1. The result is 1 (blocker). (8) The compound is NC1(Cc2nc(-c3ccc(OC(F)(F)F)cc3)c[nH]2)COC1. The result is 0 (non-blocker). (9) The compound is O=C(CSc1nnc(N2CCOCC2)n1-c1ccccc1)NCc1cccc(NC(=O)C2CC2)c1. The result is 0 (non-blocker). (10) The result is 1 (blocker). The drug is Cc1c(CCC2CCN(C(=O)Cc3ccc(-n4cnnn4)cc3)CC2)ccc2c1COC2=O.